The task is: Predict the product of the given reaction.. This data is from Forward reaction prediction with 1.9M reactions from USPTO patents (1976-2016). (1) The product is: [Br:12][C:9]1[CH:10]=[N:11][C:3]([O:2][CH3:1])=[C:4]([CH:8]=1)[C:5]([OH:7])=[O:6]. Given the reactants [CH3:1][O:2][C:3]1[N:11]=[CH:10][CH:9]=[CH:8][C:4]=1[C:5]([OH:7])=[O:6].[Br:12]Br, predict the reaction product. (2) Given the reactants [C:1]([OH:6])(=[O:5])[C:2]([CH3:4])=[CH2:3].[Fe:7].[N+]([O-])([O-])=O.[Fe+2].[N+]([O-])([O-])=O, predict the reaction product. The product is: [C:1]([O-:6])(=[O:5])[C:2]([CH3:4])=[CH2:3].[Fe+2:7].[C:1]([O-:6])(=[O:5])[C:2]([CH3:4])=[CH2:3]. (3) Given the reactants [CH3:1][C:2]([O:5][C:6]([NH:8][C:9]([CH3:14])([C:11]([OH:13])=O)[CH3:10])=[O:7])([CH3:4])[CH3:3].CN(C(ON1N=NC2C=CC=NC1=2)=[N+](C)C)C.F[P-](F)(F)(F)(F)F.[CH3:39][C:40]1([CH3:57])[C:44]2[C:45]([O:49][C:50]3[N:55]=[CH:54][C:53]([NH2:56])=[CH:52][N:51]=3)=[CH:46][CH:47]=[CH:48][C:43]=2[O:42][CH2:41]1, predict the reaction product. The product is: [CH3:39][C:40]1([CH3:57])[C:44]2[C:45]([O:49][C:50]3[N:51]=[CH:52][C:53]([NH:56][C:11](=[O:13])[C:9]([NH:8][C:6](=[O:7])[O:5][C:2]([CH3:1])([CH3:3])[CH3:4])([CH3:10])[CH3:14])=[CH:54][N:55]=3)=[CH:46][CH:47]=[CH:48][C:43]=2[O:42][CH2:41]1. (4) Given the reactants [C:1]([C:3]1[CH:4]=[C:5]([C:16](=[O:24])[C:17]2[CH:22]=[CH:21][C:20](F)=[CH:19][CH:18]=2)[N:6]2[C:15]3[C:10](=[CH:11][CH:12]=[CH:13][CH:14]=3)[CH:9]=[CH:8][C:7]=12)#[N:2].[CH3:25][N:26]1[CH2:31][CH2:30][NH:29][CH2:28][CH2:27]1, predict the reaction product. The product is: [C:1]([C:3]1[CH:4]=[C:5]([C:16](=[O:24])[C:17]2[CH:22]=[CH:21][C:20]([N:29]3[CH2:30][CH2:31][N:26]([CH3:25])[CH2:27][CH2:28]3)=[CH:19][CH:18]=2)[N:6]2[C:15]3[C:10](=[CH:11][CH:12]=[CH:13][CH:14]=3)[CH:9]=[CH:8][C:7]=12)#[N:2]. (5) Given the reactants C(NC(C)C)(C)C.C([Li])CCC.[Li+].CC([N-]C(C)C)C.[CH:21]([C:23]1[CH:24]=[C:25]2[C:30](=[CH:31][CH:32]=1)/[C:29](=[N:33]/[OH:34])/[CH2:28][CH2:27][CH2:26]2)=[CH2:22].[F:35][C:36]1[CH:41]=[CH:40][C:39]([C:42]2([CH2:48][CH2:49][C:50](OCC)=O)[CH2:47][CH2:46][CH2:45][CH2:44][CH2:43]2)=[CH:38][CH:37]=1.O.C1(C)C=CC(S(O)(=O)=O)=CC=1, predict the reaction product. The product is: [F:35][C:36]1[CH:41]=[CH:40][C:39]([C:42]2([CH2:48][CH2:49][C:50]3[O:34][N:33]=[C:29]4[C:30]5[C:25]([CH2:26][CH2:27][C:28]=34)=[CH:24][C:23]([CH:21]=[CH2:22])=[CH:32][CH:31]=5)[CH2:47][CH2:46][CH2:45][CH2:44][CH2:43]2)=[CH:38][CH:37]=1. (6) Given the reactants [Br:1][C:2]1[CH:3]=[CH:4][C:5]([F:27])=[C:6]([C:8]([NH:20]S(C(C)(C)C)=O)([CH3:19])[C:9]([F:18])([F:17])[C:10]2([OH:16])[CH2:15][CH2:14][O:13][CH2:12][CH2:11]2)[CH:7]=1.Cl, predict the reaction product. The product is: [NH2:20][C:8]([C:6]1[CH:7]=[C:2]([Br:1])[CH:3]=[CH:4][C:5]=1[F:27])([CH3:19])[C:9]([C:10]1([OH:16])[CH2:11][CH2:12][O:13][CH2:14][CH2:15]1)([F:18])[F:17]. (7) The product is: [OH:10][C@H:8]1[CH2:7][N:6]([C:11]([O:13][C:14]([CH3:16])([CH3:17])[CH3:15])=[O:12])[C@@H:5]([C@@H:3]([OH:4])[C@@H:2]([NH:1][C:41](=[O:42])[C:40]2[CH:44]=[C:45]([C:47]3[O:48][CH:49]=[CH:50][N:51]=3)[CH:46]=[C:38]([C:36]([N:32]3[CH2:33][CH2:34][CH2:35][C@@H:31]3[C:28]3[S:29][CH:30]=[C:26]([CH3:25])[N:27]=3)=[O:37])[CH:39]=2)[CH2:18][C:19]2[CH:20]=[CH:21][CH:22]=[CH:23][CH:24]=2)[CH2:9]1. Given the reactants [NH2:1][C@@H:2]([CH2:18][C:19]1[CH:24]=[CH:23][CH:22]=[CH:21][CH:20]=1)[C@@H:3]([C@H:5]1[CH2:9][C@@H:8]([OH:10])[CH2:7][N:6]1[C:11]([O:13][C:14]([CH3:17])([CH3:16])[CH3:15])=[O:12])[OH:4].[CH3:25][C:26]1[N:27]=[C:28]([C@H:31]2[CH2:35][CH2:34][CH2:33][N:32]2[C:36]([C:38]2[CH:39]=[C:40]([CH:44]=[C:45]([C:47]3[O:48][CH:49]=[CH:50][N:51]=3)[CH:46]=2)[C:41](O)=[O:42])=[O:37])[S:29][CH:30]=1.CCN=C=NCCCN(C)C.C1C=CC2N(O)N=NC=2C=1, predict the reaction product.